From a dataset of Full USPTO retrosynthesis dataset with 1.9M reactions from patents (1976-2016). Predict the reactants needed to synthesize the given product. (1) The reactants are: [C:1]1([C:7]2([C:24]3[CH:29]=[CH:28][CH:27]=[CH:26][CH:25]=3)[CH:11]3[CH2:12][N:13](CC4C=CC=CC=4)[CH2:14][CH2:15][N:10]3[C:9](=[O:23])[O:8]2)[CH:6]=[CH:5][CH:4]=[CH:3][CH:2]=1.ClC(OC(Cl)C)=O. Given the product [C:24]1([C:7]2([C:1]3[CH:2]=[CH:3][CH:4]=[CH:5][CH:6]=3)[CH:11]3[CH2:12][NH:13][CH2:14][CH2:15][N:10]3[C:9](=[O:23])[O:8]2)[CH:29]=[CH:28][CH:27]=[CH:26][CH:25]=1, predict the reactants needed to synthesize it. (2) Given the product [C:40]([O:39][C@@H:35]1[C@@H:34]([O:43][C:44](=[O:45])[CH3:46])[C@@H:33]([O:47][C:48](=[O:49])[CH3:50])[C@@H:32]([CH2:31][O:30][C:28](=[O:29])[CH3:27])[O:37][C@H:36]1[O:25][C:17]1[C:16]([CH2:15][C:12]2[CH:13]=[CH:14][C:9]([O:8][CH2:1][C:2]3[CH:3]=[CH:4][CH:5]=[CH:6][CH:7]=3)=[CH:10][C:11]=2[CH3:26])=[C:20]([C:21]([F:24])([F:23])[F:22])[NH:19][N:18]=1)(=[O:41])[CH3:42], predict the reactants needed to synthesize it. The reactants are: [CH2:1]([O:8][C:9]1[CH:14]=[CH:13][C:12]([CH2:15][C:16]2[C:17](=[O:25])[NH:18][NH:19][C:20]=2[C:21]([F:24])([F:23])[F:22])=[C:11]([CH3:26])[CH:10]=1)[C:2]1[CH:7]=[CH:6][CH:5]=[CH:4][CH:3]=1.[CH3:27][C:28]([O:30][CH2:31][C@H:32]1[O:37][C@H:36](Br)[C@H:35]([O:39][C:40]([CH3:42])=[O:41])[C@@H:34]([O:43][C:44]([CH3:46])=[O:45])[C@H:33]1[O:47][C:48]([CH3:50])=[O:49])=[O:29].C(=O)([O-])[O-].[K+].[K+].O. (3) Given the product [CH:16]1([CH2:22][N:24]2[C:32]3[C:27](=[CH:28][C:29]([S:33]([NH2:36])(=[O:35])=[O:34])=[CH:30][CH:31]=3)[CH2:26][CH2:25]2)[CH2:17][CH2:18][CH2:19][CH2:20][CH2:21]1, predict the reactants needed to synthesize it. The reactants are: C(N1C2C(=CC(S(N)(=O)=O)=CC=2)CC1)C.[CH:16]1([C:22]([N:24]2[C:32]3[C:27](=[CH:28][C:29]([S:33]([NH2:36])(=[O:35])=[O:34])=[CH:30][CH:31]=3)[CH2:26][CH2:25]2)=O)[CH2:21][CH2:20][CH2:19][CH2:18][CH2:17]1. (4) Given the product [CH:21]1([O:26][C:27]([N:18]2[CH2:19][CH2:20][CH:15]([N:2]([CH3:1])[CH2:3][C:4]3[O:8][N:7]=[C:6]([C:9]4[CH:10]=[CH:11][N:12]=[CH:13][CH:14]=4)[N:5]=3)[CH2:16][CH2:17]2)=[O:28])[CH2:25][CH2:24][CH2:23][CH2:22]1, predict the reactants needed to synthesize it. The reactants are: [CH3:1][N:2]([CH:15]1[CH2:20][CH2:19][NH:18][CH2:17][CH2:16]1)[CH2:3][C:4]1[O:8][N:7]=[C:6]([C:9]2[CH:14]=[CH:13][N:12]=[CH:11][CH:10]=2)[N:5]=1.[CH:21]1([O:26][C:27](Cl)=[O:28])[CH2:25][CH2:24][CH2:23][CH2:22]1.